This data is from Full USPTO retrosynthesis dataset with 1.9M reactions from patents (1976-2016). The task is: Predict the reactants needed to synthesize the given product. (1) Given the product [ClH:1].[CH3:22][N:21]([CH2:20][CH2:19][CH:14]1[CH2:13][CH2:12][C:11]2[C:16](=[CH:17][CH:18]=[C:9]([O:8][CH2:7][C:6]3[CH:24]=[CH:25][C:3]([C:29]4[CH:30]=[CH:31][C:26]([CH3:32])=[CH:27][CH:28]=4)=[CH:4][CH:5]=3)[CH:10]=2)[CH2:15]1)[CH3:23], predict the reactants needed to synthesize it. The reactants are: [ClH:1].Br[C:3]1[CH:25]=[CH:24][C:6]([CH2:7][O:8][C:9]2[CH:10]=[C:11]3[C:16](=[CH:17][CH:18]=2)[CH2:15][CH:14]([CH2:19][CH2:20][N:21]([CH3:23])[CH3:22])[CH2:13][CH2:12]3)=[CH:5][CH:4]=1.[C:26]1([CH3:32])[CH:31]=[CH:30][CH:29]=[CH:28][CH:27]=1.C(=O)([O-])[O-].[Na+].[Na+].B(O)(O)O.CC1C=CC=CC=1. (2) Given the product [CH2:13]1[O:16][C:8]([CH:5]2[CH2:4][CH2:3][C:2](=[O:1])[CH2:7][CH2:6]2)([O:10][CH2:11][CH3:12])[O:15][CH2:14]1, predict the reactants needed to synthesize it. The reactants are: [O:1]=[C:2]1[CH2:7][CH2:6][CH:5]([C:8]([O:10][CH2:11][CH3:12])=O)[CH2:4][CH2:3]1.[CH2:13]([OH:16])[CH2:14][OH:15].O.C1(C)C=CC(S(O)(=O)=O)=CC=1.